This data is from Full USPTO retrosynthesis dataset with 1.9M reactions from patents (1976-2016). The task is: Predict the reactants needed to synthesize the given product. (1) Given the product [F:73][C:67]1[CH:68]=[CH:69][CH:70]=[C:71]([F:72])[C:66]=1[C:65]([NH:64][C:60]1[CH:61]=[CH:62][CH:63]=[C:58]([C:50]2[C:49]([C:47]3[CH:46]=[CH:45][N:44]=[C:43]([NH:42][C:38]4[CH:39]=[CH:40][CH:41]=[C:36]([CH2:35][NH:34][CH3:2])[CH:37]=4)[N:48]=3)=[C:53]3[CH:54]=[CH:55][CH:56]=[CH:57][N:52]3[N:51]=2)[CH:59]=1)=[O:74], predict the reactants needed to synthesize it. The reactants are: Cl[C:2]1N=C(C2C(C3C=C(NC(=O)C4C=C(F)C=CC=4F)C=CC=3)=NN3C=CC=CC=23)C=CN=1.[NH2:34][CH2:35][C:36]1[CH:37]=[C:38]([NH:42][C:43]2[N:48]=[C:47]([C:49]3[C:50]([C:58]4[CH:59]=[C:60]([NH:64][C:65](=[O:74])[C:66]5[C:71]([F:72])=[CH:70][CH:69]=[CH:68][C:67]=5[F:73])[CH:61]=[CH:62][CH:63]=4)=[N:51][N:52]4[CH:57]=[CH:56][CH:55]=[CH:54][C:53]=34)[CH:46]=[CH:45][N:44]=2)[CH:39]=[CH:40][CH:41]=1. (2) Given the product [N:23]1([C:19]2[CH:18]=[N:17][C:16]3[C:21]([N:20]=2)=[CH:22][C:13]([O:12][C:11]2[CH:36]=[CH:37][C:8]([NH2:7])=[CH:9][CH:10]=2)=[CH:14][CH:15]=3)[CH2:28][CH2:27][NH:26][CH2:25][CH2:24]1, predict the reactants needed to synthesize it. The reactants are: C([NH:7][C:8]1[CH:37]=[CH:36][C:11]([O:12][C:13]2[CH:22]=[C:21]3[C:16]([N:17]=[CH:18][C:19]([N:23]4[CH2:28][CH2:27][N:26](C(OC(C)(C)C)=O)[CH2:25][CH2:24]4)=[N:20]3)=[CH:15][CH:14]=2)=[CH:10][CH:9]=1)(=O)C(C)(C)C.Cl.[OH-].[Na+]. (3) Given the product [Cl:1][C:2]1[CH:3]=[C:4]([C:8]#[C:9][C:10]2[N:11]=[C:12]([CH3:22])[N:13]([C:15]3[CH:20]=[CH:19][N:18]([CH2:24][CH2:25][OH:26])[C:17](=[O:21])[CH:16]=3)[CH:14]=2)[CH:5]=[CH:6][CH:7]=1, predict the reactants needed to synthesize it. The reactants are: [Cl:1][C:2]1[CH:3]=[C:4]([C:8]#[C:9][C:10]2[N:11]=[C:12]([CH3:22])[N:13]([C:15]3[CH:20]=[CH:19][NH:18][C:17](=[O:21])[CH:16]=3)[CH:14]=2)[CH:5]=[CH:6][CH:7]=1.I[CH2:24][CH2:25][OH:26]. (4) The reactants are: [N:1]([CH2:4][CH:5]1[CH2:9][N:8]([C:10]2[CH:11]=[N:12][N:13]3[CH2:18][C@H:17]([CH3:19])[N:16]([C:20]([O:22][C:23]([CH3:26])([CH3:25])[CH3:24])=[O:21])[CH2:15][C:14]=23)[C:7](=[O:27])[CH2:6]1)=[N+]=[N-]. Given the product [NH2:1][CH2:4][CH:5]1[CH2:9][N:8]([C:10]2[CH:11]=[N:12][N:13]3[CH2:18][C@H:17]([CH3:19])[N:16]([C:20]([O:22][C:23]([CH3:26])([CH3:25])[CH3:24])=[O:21])[CH2:15][C:14]=23)[C:7](=[O:27])[CH2:6]1, predict the reactants needed to synthesize it.